From a dataset of Peptide-MHC class I binding affinity with 185,985 pairs from IEDB/IMGT. Regression. Given a peptide amino acid sequence and an MHC pseudo amino acid sequence, predict their binding affinity value. This is MHC class I binding data. The peptide sequence is KALFMHCKK. The MHC is HLA-A31:01 with pseudo-sequence HLA-A31:01. The binding affinity (normalized) is 0.610.